This data is from Forward reaction prediction with 1.9M reactions from USPTO patents (1976-2016). The task is: Predict the product of the given reaction. (1) Given the reactants [Br:1][C:2]1[CH:3]=[CH:4][C:5]([CH2:8][N:9]2C(=O)C3C(=CC=CC=3)C2=O)=[N:6][CH:7]=1.O.NN, predict the reaction product. The product is: [Br:1][C:2]1[CH:3]=[CH:4][C:5]([CH2:8][NH2:9])=[N:6][CH:7]=1. (2) Given the reactants [CH3:1][O:2][C:3]1[CH:8]=[CH:7][C:6]([C:9]2[S:13][C:12]([C:14]([OH:16])=O)=[C:11]([NH:17][C:18]([NH:20][C:21]3[C:26]([CH3:27])=[CH:25][C:24]([CH3:28])=[CH:23][C:22]=3[CH3:29])=[O:19])[CH:10]=2)=[CH:5][CH:4]=1.CN(C(ON1N=NC2C=CC=NC1=2)=[N+](C)C)C.F[P-](F)(F)(F)(F)F.CCN(C(C)C)C(C)C.Cl.[CH3:64][C:65]([O:68][C@H:69]([CH3:76])[C@@H:70]([C:72]([O:74][CH3:75])=[O:73])[NH2:71])([CH3:67])[CH3:66], predict the reaction product. The product is: [CH3:67][C:65]([O:68][C@H:69]([CH3:76])[C@@H:70]([C:72]([O:74][CH3:75])=[O:73])[NH:71][C:14]([C:12]1[S:13][C:9]([C:6]2[CH:7]=[CH:8][C:3]([O:2][CH3:1])=[CH:4][CH:5]=2)=[CH:10][C:11]=1[NH:17][C:18]([NH:20][C:21]1[C:26]([CH3:27])=[CH:25][C:24]([CH3:28])=[CH:23][C:22]=1[CH3:29])=[O:19])=[O:16])([CH3:64])[CH3:66]. (3) Given the reactants [NH2:1][C:2]1[C:7]([S:8]([NH:11][C:12]([C:14]2[C:15](Cl)=[N:16][C:17]([C:20]3[CH:21]=[N:22][C:23]([O:26][CH:27]([CH3:29])[CH3:28])=[CH:24][CH:25]=3)=[CH:18][CH:19]=2)=[O:13])(=[O:10])=[O:9])=[CH:6][CH:5]=[CH:4][N:3]=1.[CH3:31][C:32]1([CH3:38])[CH2:36][C@H:35]([CH3:37])[CH2:34][NH:33]1.C(=O)([O-])[O-].[K+].[K+].O, predict the reaction product. The product is: [NH2:1][C:2]1[C:7]([S:8]([NH:11][C:12]([C:14]2[C:15]([N:33]3[CH2:34][C@@H:35]([CH3:37])[CH2:36][C:32]3([CH3:38])[CH3:31])=[N:16][C:17]([C:20]3[CH:21]=[N:22][C:23]([O:26][CH:27]([CH3:29])[CH3:28])=[CH:24][CH:25]=3)=[CH:18][CH:19]=2)=[O:13])(=[O:10])=[O:9])=[CH:6][CH:5]=[CH:4][N:3]=1.